Dataset: NCI-60 drug combinations with 297,098 pairs across 59 cell lines. Task: Regression. Given two drug SMILES strings and cell line genomic features, predict the synergy score measuring deviation from expected non-interaction effect. (1) Drug 1: C(CC(=O)O)C(=O)CN.Cl. Drug 2: COCCOC1=C(C=C2C(=C1)C(=NC=N2)NC3=CC=CC(=C3)C#C)OCCOC.Cl. Cell line: UACC-257. Synergy scores: CSS=-0.162, Synergy_ZIP=-0.817, Synergy_Bliss=1.53, Synergy_Loewe=-1.24, Synergy_HSA=-1.26. (2) Drug 1: C1C(C(OC1N2C=C(C(=O)NC2=O)F)CO)O. Drug 2: C1C(C(OC1N2C=NC3=C(N=C(N=C32)Cl)N)CO)O. Cell line: UACC-257. Synergy scores: CSS=5.11, Synergy_ZIP=-5.07, Synergy_Bliss=0.427, Synergy_Loewe=-1.26, Synergy_HSA=0.258.